Dataset: Reaction yield outcomes from USPTO patents with 853,638 reactions. Task: Predict the reaction yield, written as a fraction of the theoretical maximum amount of product (1.0 means a 100% yield; for example, 0.34 means a 34% yield). (1) The reactants are [N+:1]([C:4]1[CH:10]=[C:9]([N+:11]([O-:13])=[O:12])[CH:8]=[CH:7][C:5]=1[NH2:6])([O-:3])=[O:2].[N:14](OS(=O)(=O)O)=O.S(=O)(=O)(O)O.[CH2:26]([CH:28]([CH2:47][CH2:48][CH2:49][CH3:50])[CH2:29][O:30][C:31]1[CH:37]=[CH:36][C:35]([O:38][CH2:39][CH:40]([CH2:45][CH3:46])[CH2:41][CH2:42][CH2:43][CH3:44])=[CH:34][C:32]=1[NH2:33])[CH3:27]. The catalyst is C(O)(=O)C.C(O)(=O)CC.S(=O)(=O)(O)N. The product is [N+:1]([C:4]1[CH:10]=[C:9]([N+:11]([O-:13])=[O:12])[CH:8]=[CH:7][C:5]=1[N:6]=[N:14][C:36]1[C:35]([O:38][CH2:39][CH:40]([CH2:45][CH3:46])[CH2:41][CH2:42][CH2:43][CH3:44])=[CH:34][C:32]([NH2:33])=[C:31]([O:30][CH2:29][CH:28]([CH2:26][CH3:27])[CH2:47][CH2:48][CH2:49][CH3:50])[CH:37]=1)([O-:3])=[O:2]. The yield is 0.390. (2) The yield is 0.430. The catalyst is CO.[Pd]. The product is [NH2:8][CH2:9][C:10]1[N:14]2[C:15]3[C:20]([N:21]=[C:22]([NH:23][CH2:24][CH2:25][CH2:26][OH:27])[C:13]2=[N:12][CH:11]=1)=[CH:19][C:18]([C:28]([F:29])([F:31])[F:30])=[CH:17][CH:16]=3. The reactants are C([NH:8][CH2:9][C:10]1[N:14]2[C:15]3[C:20]([N:21]=[C:22]([NH:23][CH2:24][CH2:25][CH2:26][OH:27])[C:13]2=[N:12][CH:11]=1)=[CH:19][C:18]([C:28]([F:31])([F:30])[F:29])=[CH:17][CH:16]=3)C1C=CC=CC=1.C1(C)C=CC(S(O)(=O)=O)=CC=1.[H][H].